Dataset: Reaction yield outcomes from USPTO patents with 853,638 reactions. Task: Predict the reaction yield, written as a fraction of the theoretical maximum amount of product (1.0 means a 100% yield; for example, 0.34 means a 34% yield). (1) The reactants are [CH2:1]([O:8][C:9]1[CH:10]=[C:11]([C:15]2[CH:24]=[CH:23][CH:22]=[C:21]3[C:16]=2[CH:17]=[CH:18][N:19]=[C:20]3[NH:25][C:26]2[CH:31]=[CH:30][CH:29]=[C:28]([N+:32]([O-])=O)[CH:27]=2)[CH:12]=[CH:13][CH:14]=1)[C:2]1[CH:7]=[CH:6][CH:5]=[CH:4][CH:3]=1. The catalyst is CC(O)=O.[Zn]. The product is [NH2:32][C:28]1[CH:27]=[C:26]([NH:25][C:20]2[C:21]3[C:16](=[C:15]([C:11]4[CH:12]=[CH:13][CH:14]=[C:9]([O:8][CH2:1][C:2]5[CH:7]=[CH:6][CH:5]=[CH:4][CH:3]=5)[CH:10]=4)[CH:24]=[CH:23][CH:22]=3)[CH:17]=[CH:18][N:19]=2)[CH:31]=[CH:30][CH:29]=1. The yield is 0.670. (2) The reactants are [CH:1]1([N:7]([CH3:36])[C:8]2[C:9]([CH3:35])=[C:10]([CH:24]=[C:25]([C:27]3[CH:28]=[N:29][C:30]([CH:33]=O)=[CH:31][CH:32]=3)[CH:26]=2)[C:11]([NH:13][CH2:14][C:15]2[C:16](=[O:23])[NH:17][C:18]([CH3:22])=[CH:19][C:20]=2[CH3:21])=[O:12])[CH2:6][CH2:5][CH2:4][CH2:3][CH2:2]1.[NH:37]1[CH2:42][CH2:41][O:40][CH2:39][CH2:38]1.C(O)(=O)C.C([BH3-])#N.[Na+]. The catalyst is CO. The product is [CH:1]1([N:7]([CH3:36])[C:8]2[C:9]([CH3:35])=[C:10]([CH:24]=[C:25]([C:27]3[CH:28]=[N:29][C:30]([CH2:33][N:37]4[CH2:42][CH2:41][O:40][CH2:39][CH2:38]4)=[CH:31][CH:32]=3)[CH:26]=2)[C:11]([NH:13][CH2:14][C:15]2[C:16](=[O:23])[NH:17][C:18]([CH3:22])=[CH:19][C:20]=2[CH3:21])=[O:12])[CH2:2][CH2:3][CH2:4][CH2:5][CH2:6]1. The yield is 0.530. (3) The reactants are [CH2:1]([C@@:4]1([C:20]2[CH:25]=[CH:24][CH:23]=[CH:22][CH:21]=2)[O:9][C:8](=[O:10])[N:7]([C@H:11]([C:13]2[CH:18]=[CH:17][C:16](Br)=[CH:15][CH:14]=2)[CH3:12])[CH2:6][CH2:5]1)[CH:2]=[CH2:3].[NH2:26][C:27]1[N:32]=[CH:31][C:30](B(O)O)=[CH:29][CH:28]=1.C([O-])([O-])=O.[Cs+].[Cs+]. The catalyst is O1CCOCC1.Cl[Pd](Cl)([P](C1C=CC=CC=1)(C1C=CC=CC=1)C1C=CC=CC=1)[P](C1C=CC=CC=1)(C1C=CC=CC=1)C1C=CC=CC=1. The product is [CH2:1]([C@@:4]1([C:20]2[CH:25]=[CH:24][CH:23]=[CH:22][CH:21]=2)[O:9][C:8](=[O:10])[N:7]([C@H:11]([C:13]2[CH:18]=[CH:17][C:16]([C:30]3[CH:31]=[N:32][C:27]([NH2:26])=[CH:28][CH:29]=3)=[CH:15][CH:14]=2)[CH3:12])[CH2:6][CH2:5]1)[CH:2]=[CH2:3]. The yield is 0.600. (4) The catalyst is C(OCC)C.CCCCCC. The product is [Br:6][C:7]1[N:8]=[CH:9][C:10]([CH:18]([C:17]2[C:20]([F:25])=[CH:21][CH:22]=[C:23]([F:24])[C:16]=2[F:15])[OH:19])=[C:11]([CH3:13])[CH:12]=1. The reactants are C([Li])CCC.[Br:6][C:7]1[CH:12]=[C:11]([CH3:13])[C:10](Br)=[CH:9][N:8]=1.[F:15][C:16]1[C:23]([F:24])=[CH:22][CH:21]=[C:20]([F:25])[C:17]=1[CH:18]=[O:19].[Cl-].[NH4+]. The yield is 0.810. (5) The yield is 0.890. The catalyst is CC#N. The product is [CH:63]([O:62][C:59]1[CH:60]=[CH:61][C:56]([NH:55][C:6]([N:8]2[CH2:13][CH2:12][CH:11]([C:14]3[C:23]4[C:18](=[CH:19][C:20]([O:24][CH2:25][CH2:26][CH2:27][N:28]5[CH2:32][CH2:31][CH2:30][C:29]5=[O:33])=[CH:21][CH:22]=4)[N:17]=[CH:16][N:15]=3)[CH2:10][CH2:9]2)=[O:7])=[CH:57][CH:58]=1)([CH3:65])[CH3:64]. The reactants are C(O[C:6]([N:8]1[CH2:13][CH2:12][CH:11]([C:14]2[C:23]3[C:18](=[CH:19][C:20]([O:24][CH2:25][CH2:26][CH2:27][N:28]4[CH2:32][CH2:31][CH2:30][C:29]4=[O:33])=[CH:21][CH:22]=3)[N:17]=[CH:16][N:15]=2)[CH2:10][CH2:9]1)=[O:7])(C)(C)C.C(O)(C(F)(F)F)=O.C(Cl)Cl.[N+](C1C=CC(OC(=O)[NH:55][C:56]2[CH:61]=[CH:60][C:59]([O:62][CH:63]([CH3:65])[CH3:64])=[CH:58][CH:57]=2)=CC=1)([O-])=O.CCN(C(C)C)C(C)C. (6) The reactants are [CH3:1][N:2]1[C:10]2[C:5](=[CH:6][CH:7]=[CH:8][CH:9]=2)[C:4]([CH:11]=[N:12][CH3:13])=[C:3]1[CH3:14].[BH4-].[Na+]. The catalyst is C(O)C. The product is [CH3:1][N:2]1[C:10]2[C:5](=[CH:6][CH:7]=[CH:8][CH:9]=2)[C:4]([CH2:11][NH:12][CH3:13])=[C:3]1[CH3:14]. The yield is 0.680. (7) The reactants are [O:1]1[CH:5]=[CH:4][C:3]([C:6]2[CH:7]=[C:8]([C:18]([F:21])([F:20])[F:19])[C:9]3[N:10]([CH:12]=[C:13]([C:15](O)=[O:16])[N:14]=3)[CH:11]=2)=[CH:2]1.O1CCCC1.B. The catalyst is C1COCC1.CCOC(C)=O. The product is [O:1]1[CH:5]=[CH:4][C:3]([C:6]2[CH:7]=[C:8]([C:18]([F:20])([F:19])[F:21])[C:9]3[N:10]([CH:12]=[C:13]([CH2:15][OH:16])[N:14]=3)[CH:11]=2)=[CH:2]1. The yield is 0.570.